This data is from Full USPTO retrosynthesis dataset with 1.9M reactions from patents (1976-2016). The task is: Predict the reactants needed to synthesize the given product. (1) The reactants are: [NH2:1][C:2]1[N:23]=[C:22](Cl)[CH:21]=[CH:20][C:3]=1[C:4]([NH:6][CH2:7][C:8]1[S:9][C:10]([O:13][C:14]2[CH:19]=[CH:18][CH:17]=[CH:16][CH:15]=2)=[CH:11][CH:12]=1)=[O:5].C1C=CC(CC(NC[NH:36][C@H:37]([C:48](O)=[O:49])CC2C=CC([N+]([O-])=O)=CC=2)=O)=CC=1.C(CN)O. Given the product [NH2:1][C:2]1[N:23]=[C:22]([NH:36][CH2:37][CH2:48][OH:49])[CH:21]=[CH:20][C:3]=1[C:4]([NH:6][CH2:7][C:8]1[S:9][C:10]([O:13][C:14]2[CH:19]=[CH:18][CH:17]=[CH:16][CH:15]=2)=[CH:11][CH:12]=1)=[O:5], predict the reactants needed to synthesize it. (2) Given the product [O:9]1[CH2:14][CH2:13][CH2:12][CH2:11][CH:10]1[O:1][CH2:2][C@H:3]1[CH2:7][S:6][C:5](=[O:8])[NH:4]1, predict the reactants needed to synthesize it. The reactants are: [OH:1][CH2:2][C@H:3]1[CH2:7][S:6][C:5](=[O:8])[NH:4]1.[O:9]1[CH:14]=[CH:13][CH2:12][CH2:11][CH2:10]1.C(N(CC)CC)C. (3) Given the product [Br:1][C:2]1[CH:3]=[C:4]2[C:8](=[CH:9][CH:10]=1)[N:7]([CH2:12][CH2:13][CH2:14][Cl:15])[N:6]=[CH:5]2, predict the reactants needed to synthesize it. The reactants are: [Br:1][C:2]1[CH:3]=[C:4]2[C:8](=[CH:9][CH:10]=1)[NH:7][N:6]=[CH:5]2.Br[CH2:12][CH2:13][CH2:14][Cl:15].C([O-])([O-])=O.[K+].[K+]. (4) Given the product [Cl:20][C:10]1[C:9]([CH3:8])=[C:14]([C:13]([S:16]([CH3:19])(=[O:17])=[O:18])=[CH:12][CH:11]=1)[CH:15]=[N:1][OH:2], predict the reactants needed to synthesize it. The reactants are: [N:1](OCCCC)=[O:2].[CH3:8][C:9]1[C:14]([CH3:15])=[C:13]([S:16]([CH3:19])(=[O:18])=[O:17])[CH:12]=[CH:11][C:10]=1[Cl:20].CC(C)([O-])C.[K+].O. (5) Given the product [Cl:1][C:2]1[C:7]([CH:8]=[O:9])=[CH:6][N:5]=[C:4]2[N:10]([CH2:20][O:19][CH2:18][CH2:17][Si:16]([CH3:23])([CH3:22])[CH3:15])[CH:11]=[CH:12][C:3]=12, predict the reactants needed to synthesize it. The reactants are: [Cl:1][C:2]1[C:7]([CH:8]=[O:9])=[CH:6][N:5]=[C:4]2[NH:10][CH:11]=[CH:12][C:3]=12.[H-].[Na+].[CH3:15][Si:16]([CH3:23])([CH3:22])[CH2:17][CH2:18][O:19][CH2:20]Cl. (6) Given the product [OH:1][CH:2]1[CH2:7][CH2:6][N:5]([C:15]([O:17][C:18]([CH3:21])([CH3:20])[CH3:19])=[O:16])[CH2:4][CH2:3]1, predict the reactants needed to synthesize it. The reactants are: [OH:1][CH:2]1[CH2:7][CH2:6][NH:5][CH2:4][CH2:3]1.C(N(CC)CC)C.[C:15](O[C:15]([O:17][C:18]([CH3:21])([CH3:20])[CH3:19])=[O:16])([O:17][C:18]([CH3:21])([CH3:20])[CH3:19])=[O:16]. (7) Given the product [CH3:1][C:2]1[CH:3]=[C:4]([CH:7]=[CH:8][CH:9]=1)[CH2:5][NH:6][CH:11]1[CH2:12][CH2:13][N:14]([CH:17]([CH3:31])[CH2:18][CH2:19][NH:20][C:21]([C:23]2[C:24]([CH3:30])=[N:25][CH:26]=[N:27][C:28]=2[CH3:29])=[O:22])[CH2:15][CH2:16]1, predict the reactants needed to synthesize it. The reactants are: [CH3:1][C:2]1[CH:3]=[C:4]([CH:7]=[CH:8][CH:9]=1)[CH2:5][NH2:6].O=[C:11]1[CH2:16][CH2:15][N:14]([CH:17]([CH3:31])[CH2:18][CH2:19][NH:20][C:21]([C:23]2[C:24]([CH3:30])=[N:25][CH:26]=[N:27][C:28]=2[CH3:29])=[O:22])[CH2:13][CH2:12]1.